Task: Predict the reaction yield, written as a fraction of the theoretical maximum amount of product (1.0 means a 100% yield; for example, 0.34 means a 34% yield).. Dataset: Reaction yield outcomes from USPTO patents with 853,638 reactions (1) The reactants are [C:1]1([C@H:7]([NH:32][C:33]([O:35][C@@H:36]2[CH:41]3[CH2:42][CH2:43][N:38]([CH2:39][CH2:40]3)[CH2:37]2)=[O:34])[C:8]2[CH:9]=[C:10]([CH:29]=[CH:30][CH:31]=2)[O:11][CH2:12][CH:13]2[CH2:18][CH2:17][N:16](C(OCC3C=CC=CC=3)=O)[CH2:15][CH2:14]2)[CH:6]=[CH:5][CH:4]=[CH:3][CH:2]=1.CC1CC=CCC=1. The catalyst is C(O)C.[Pd]. The product is [N:38]12[CH2:39][CH2:40][CH:41]([CH2:42][CH2:43]1)[C@@H:36]([O:35][C:33](=[O:34])[NH:32][C@@H:7]([C:1]1[CH:6]=[CH:5][CH:4]=[CH:3][CH:2]=1)[C:8]1[CH:31]=[CH:30][CH:29]=[C:10]([O:11][CH2:12][CH:13]3[CH2:14][CH2:15][NH:16][CH2:17][CH2:18]3)[CH:9]=1)[CH2:37]2. The yield is 1.00. (2) The yield is 0.510. The catalyst is C(Cl)(Cl)(Cl)Cl.CO.CCOC(C)=O. The reactants are [N+:1]1([O-:10])[CH:6]=[C:5]([CH3:7])[CH:4]=[C:3]([CH3:8])[C:2]=1[CH3:9].C([O-])([O-])=O.[K+].[K+].[Br:17]Br.CCOC(C)=O. The product is [Br:17][C:4]1[C:5]([CH3:7])=[CH:6][N+:1]([O-:10])=[C:2]([CH3:9])[C:3]=1[CH3:8]. (3) The reactants are [C:1]12([C:11]3[CH:21]=[CH:20][C:14]([O:15][CH2:16][C:17](O)=[O:18])=[CH:13][CH:12]=3)[CH2:10][CH:5]3[CH2:6][CH:7]([CH2:9][CH:3]([CH2:4]3)[CH2:2]1)[CH2:8]2.[CH3:22][O:23][C:24](=[O:32])[C:25]1[CH:30]=[CH:29][CH:28]=[C:27]([NH2:31])[CH:26]=1.Cl.CN(C)CCCN=C=NCC.O.ON1C2C=CC=CC=2N=N1.C(N(CC)C(C)C)(C)C. The catalyst is CN(C=O)C. The product is [CH3:22][O:23][C:24](=[O:32])[C:25]1[CH:30]=[CH:29][CH:28]=[C:27]([NH:31][C:17](=[O:18])[CH2:16][O:15][C:14]2[CH:13]=[CH:12][C:11]([C:1]34[CH2:10][CH:5]5[CH2:4][CH:3]([CH2:9][CH:7]([CH2:6]5)[CH2:8]3)[CH2:2]4)=[CH:21][CH:20]=2)[CH:26]=1. The yield is 0.760. (4) The reactants are [CH3:1][N:2]1[C:10]2[C:5](=[CH:6][CH:7]=[CH:8][CH:9]=2)[CH:4]=[C:3]1[C:11]([NH:13][CH:14]1[CH2:16][CH2:15]1)=O.[H-].[H-].[H-].[H-].[Li+].[Al+3]. The catalyst is C1COCC1. The product is [CH3:1][N:2]1[C:10]2[C:5](=[CH:6][CH:7]=[CH:8][CH:9]=2)[CH:4]=[C:3]1[CH2:11][NH:13][CH2:14][CH2:15][CH3:16]. The yield is 0.330. (5) The reactants are [Cl-].O[NH3+:3].[C:4](=[O:7])([O-])[OH:5].[Na+].CS(C)=O.[CH2:13]([C:15]1[N:16]([C:40]2[CH:45]=[CH:44][C:43]([O:46][CH3:47])=[CH:42][CH:41]=2)[C:17](=[O:39])[C:18]([CH2:24][C:25]2[CH:30]=[CH:29][C:28]([C:31]3[C:32]([C:37]#[N:38])=[CH:33][CH:34]=[CH:35][CH:36]=3)=[CH:27][CH:26]=2)=[C:19]([CH2:21][CH2:22][CH3:23])[N:20]=1)[CH3:14]. The catalyst is C(OCC)(=O)C. The product is [CH2:13]([C:15]1[N:16]([C:40]2[CH:45]=[CH:44][C:43]([O:46][CH3:47])=[CH:42][CH:41]=2)[C:17](=[O:39])[C:18]([CH2:24][C:25]2[CH:30]=[CH:29][C:28]([C:31]3[CH:36]=[CH:35][CH:34]=[CH:33][C:32]=3[C:37]3[NH:3][C:4](=[O:7])[O:5][N:38]=3)=[CH:27][CH:26]=2)=[C:19]([CH2:21][CH2:22][CH3:23])[N:20]=1)[CH3:14]. The yield is 0.510.